From a dataset of Full USPTO retrosynthesis dataset with 1.9M reactions from patents (1976-2016). Predict the reactants needed to synthesize the given product. Given the product [O:41]=[S:2]1(=[O:1])[C:8]2[CH:9]=[CH:10][C:11]([O:13][C:14]3[CH:15]=[C:16]([CH:26]=[C:27]([O:29][C@@H:30]([CH3:33])[CH2:31][OH:32])[CH:28]=3)[C:17]([NH:19][C:20]3[CH:24]=[CH:23][N:22]([CH3:25])[N:21]=3)=[O:18])=[CH:12][C:7]=2[O:6][CH2:5][CH2:4][NH:3]1, predict the reactants needed to synthesize it. The reactants are: [O:1]=[S:2]1(=[O:41])[C:8]2[CH:9]=[CH:10][C:11]([O:13][C:14]3[CH:15]=[C:16]([CH:26]=[C:27]([O:29][C@@H:30]([CH3:33])[CH2:31][OH:32])[CH:28]=3)[C:17]([NH:19][C:20]3[CH:24]=[CH:23][N:22]([CH3:25])[N:21]=3)=[O:18])=[CH:12][C:7]=2[O:6][CH2:5][CH2:4][N:3]1CC1C=CC=CC=1.